Dataset: Catalyst prediction with 721,799 reactions and 888 catalyst types from USPTO. Task: Predict which catalyst facilitates the given reaction. (1) Reactant: [NH2:1][C:2]1[CH:3]=[C:4]([CH:22]=[CH:23][CH:24]=1)[CH2:5][N:6]1[C:10]2=[N:11][C:12]([NH:15][C:16]3[CH:17]=[N:18][N:19]([CH3:21])[CH:20]=3)=[N:13][CH:14]=[C:9]2[CH:8]=[N:7]1.[C:25](O)(=[O:28])[C:26]#[CH:27].CCN(C(C)C)C(C)C.C1CN([P+](Br)(N2CCCC2)N2CCCC2)CC1.F[P-](F)(F)(F)(F)F. Product: [CH3:21][N:19]1[CH:20]=[C:16]([NH:15][C:12]2[N:11]=[C:10]3[N:6]([CH2:5][C:4]4[CH:3]=[C:2]([NH:1][C:25](=[O:28])[C:26]#[CH:27])[CH:24]=[CH:23][CH:22]=4)[N:7]=[CH:8][C:9]3=[CH:14][N:13]=2)[CH:17]=[N:18]1. The catalyst class is: 85. (2) Reactant: [CH3:1][N:2]1[C:7]([C:8]([F:11])([F:10])[F:9])=[CH:6][C:5](=[O:12])[N:4]([C:13]2[CH:14]=[CH:15][C:16]3[S:20][N:19]=C(C=O)[C:17]=3[CH:23]=2)[C:3]1=[O:24].[CH:25]([SH:28])([SH:27])[CH3:26].B(F)(F)F.[CH3:33][CH2:34]OCC. Product: [S:27]1[CH2:34][CH2:33][S:28][CH:25]1[C:26]1[C:17]2[CH:23]=[C:13]([N:4]3[C:5](=[O:12])[CH:6]=[C:7]([C:8]([F:9])([F:11])[F:10])[N:2]([CH3:1])[C:3]3=[O:24])[CH:14]=[CH:15][C:16]=2[S:20][N:19]=1. The catalyst class is: 2. (3) Reactant: [CH:1]1[C:10]2[C:5](=[CH:6][CH:7]=[CH:8][CH:9]=2)[CH:4]=[CH:3][C:2]=1[CH2:11][N:12]1[C:20]2[C:19](=[O:21])[NH:18][C:17]([NH2:22])=[N:16][C:15]=2[N:14]=[CH:13]1.[H-].[Na+].[CH:25]1[C:34]2[C:29](=[CH:30][CH:31]=[CH:32][CH:33]=2)[CH:28]=[CH:27][C:26]=1[CH2:35]Br. Product: [NH2:22][C:17]1[N:16]([CH2:35][C:26]2[CH:27]=[CH:28][C:29]3[C:34](=[CH:33][CH:32]=[CH:31][CH:30]=3)[CH:25]=2)[C:15]2[N:14]=[CH:13][N:12]([CH2:11][C:2]3[CH:3]=[CH:4][C:5]4[C:10](=[CH:9][CH:8]=[CH:7][CH:6]=4)[CH:1]=3)[C:20]=2[C:19](=[O:21])[N:18]=1. The catalyst class is: 3. (4) Reactant: [NH2:1][C:2]1[CH:7]=[CH:6][C:5]([N:8]2[CH2:12][CH2:11][O:10][C:9]2=[O:13])=[CH:4][CH:3]=1.[N:14]1[CH:19]=[CH:18][N:17]=[C:16]2[C:20]([O:22][C:23](=O)[C:15]=12)=[O:21].C(N(CC)CC)C.C(Cl)(=O)C(C)(C)C. Product: [O:13]=[C:9]1[N:8]([C:5]2[CH:4]=[CH:3][C:2]([N:1]=[C:23]3[C:15]4=[N:14][CH:19]=[CH:18][N:17]=[C:16]4[C:20](=[O:21])[O:22]3)=[CH:7][CH:6]=2)[CH2:12][CH2:11][O:10]1. The catalyst class is: 18. (5) Reactant: [Br:1][C:2]1[CH:7]=[CH:6][C:5]([OH:8])=[C:4]([F:9])[CH:3]=1.[CH2:10](I)[C:11]([CH3:14])([CH3:13])[CH3:12].C(O[K])(C)(C)C. Product: [Br:1][C:2]1[CH:7]=[CH:6][C:5]([O:8][CH2:10][C:11]([CH3:14])([CH3:13])[CH3:12])=[C:4]([F:9])[CH:3]=1. The catalyst class is: 3. (6) Reactant: [C:1]([C:4]1[NH:8][C:7]2[C:9]([Cl:13])=[C:10]([Cl:12])[S:11][C:6]=2[CH:5]=1)([OH:3])=O.[CH2:14]([NH2:21])[C:15]1[CH:20]=[CH:19][CH:18]=[CH:17][CH:16]=1.CCN(C(C)C)C(C)C.CCN=C=NCCCN(C)C. Product: [CH2:14]([NH:21][C:1]([C:4]1[NH:8][C:7]2[C:9]([Cl:13])=[C:10]([Cl:12])[S:11][C:6]=2[CH:5]=1)=[O:3])[C:15]1[CH:20]=[CH:19][CH:18]=[CH:17][CH:16]=1. The catalyst class is: 4. (7) Reactant: [C:1]([C:3]1[CH:4]=[CH:5][C:6]([O:12][CH:13]([CH3:15])[CH3:14])=[C:7]([CH:11]=1)[C:8]([OH:10])=O)#[N:2].CN(C(ON1N=NC2C=CC=CC1=2)=[N+](C)C)C.[B-](F)(F)(F)F.C(N(C(C)C)C(C)C)C.[F:47][C:48]([F:62])([F:61])[C:49]1[CH:54]=[CH:53][C:52]([N:55]2[CH2:60][CH2:59][NH:58][CH2:57][CH2:56]2)=[CH:51][CH:50]=1. Product: [CH:13]([O:12][C:6]1[CH:5]=[CH:4][C:3]([C:1]#[N:2])=[CH:11][C:7]=1[C:8]([N:58]1[CH2:57][CH2:56][N:55]([C:52]2[CH:51]=[CH:50][C:49]([C:48]([F:61])([F:62])[F:47])=[CH:54][CH:53]=2)[CH2:60][CH2:59]1)=[O:10])([CH3:15])[CH3:14]. The catalyst class is: 1. (8) Reactant: C(OC([N:8](C(OC(C)(C)C)=O)[C:9]1[N:14]=[C:13]([C:15]2[N:16]=[C:17]([N:24]([C:32]3[CH:37]=[CH:36][C:35]([N:38]4[CH2:43][CH2:42][N:41]([CH:44]5[CH2:47][O:46][CH2:45]5)[CH2:40][CH2:39]4)=[CH:34][CH:33]=3)C(=O)OC(C)(C)C)[C:18]3[N:19]([CH:21]=[CH:22][N:23]=3)[CH:20]=2)[CH:12]=[N:11][CH:10]=1)=O)(C)(C)C.C(O)(C(F)(F)F)=O.C(=O)(O)[O-].[Na+]. Product: [NH2:8][C:9]1[N:14]=[C:13]([C:15]2[N:16]=[C:17]([NH:24][C:32]3[CH:33]=[CH:34][C:35]([N:38]4[CH2:43][CH2:42][N:41]([CH:44]5[CH2:47][O:46][CH2:45]5)[CH2:40][CH2:39]4)=[CH:36][CH:37]=3)[C:18]3[N:19]([CH:21]=[CH:22][N:23]=3)[CH:20]=2)[CH:12]=[N:11][CH:10]=1. The catalyst class is: 2. (9) Reactant: C[Si]([N-][Si](C)(C)C)(C)C.[K+].[Cl:11][C:12]1[N:17]2[N:18]=[C:19]([C:21]([O:23][CH2:24][CH3:25])=[O:22])[CH:20]=[C:16]2[N:15]=[C:14]([CH3:26])[C:13]=1[CH2:27][C:28]([O:30][CH2:31][CH3:32])=[O:29].C1(C2[O:41]N2S(C2C=CC=CC=2)(=O)=O)C=CC=CC=1. Product: [Cl:11][C:12]1[N:17]2[N:18]=[C:19]([C:21]([O:23][CH2:24][CH3:25])=[O:22])[CH:20]=[C:16]2[N:15]=[C:14]([CH3:26])[C:13]=1[CH:27]([OH:41])[C:28]([O:30][CH2:31][CH3:32])=[O:29]. The catalyst class is: 1. (10) Product: [CH2:16]([O:23][C:24]([C:26]1[CH:27]=[CH:28][C:29]([O:30][C:8]2[C:7]([F:10])=[C:6]([F:11])[C:5]([F:12])=[C:4]([F:13])[C:3]=2[C:2]([F:1])([F:15])[F:14])=[CH:31][CH:32]=1)=[O:25])[C:17]1[CH:18]=[CH:19][CH:20]=[CH:21][CH:22]=1. Reactant: [F:1][C:2]([F:15])([F:14])[C:3]1[C:8](F)=[C:7]([F:10])[C:6]([F:11])=[C:5]([F:12])[C:4]=1[F:13].[CH2:16]([O:23][C:24]([C:26]1[CH:32]=[CH:31][C:29]([O-:30])=[CH:28][CH:27]=1)=[O:25])[C:17]1[CH:22]=[CH:21][CH:20]=[CH:19][CH:18]=1.[K+].[K]. The catalyst class is: 9.